Dataset: Reaction yield outcomes from USPTO patents with 853,638 reactions. Task: Predict the reaction yield, written as a fraction of the theoretical maximum amount of product (1.0 means a 100% yield; for example, 0.34 means a 34% yield). (1) The reactants are [I:1][C:2]1[CH:3]=[C:4]([CH:8]=[CH:9][CH:10]=1)[C:5]([OH:7])=O.[CH2:11]1[C:19]2[C:14](=[CH:15][CH:16]=[CH:17][CH:18]=2)[CH2:13][NH:12]1.C(N(CC)CC)C.C1C=CC2N(O)N=NC=2C=1.C(Cl)CCl. The catalyst is C(Cl)Cl. The product is [I:1][C:2]1[CH:3]=[C:4]([CH:8]=[CH:9][CH:10]=1)[C:5]([N:12]1[CH2:13][C:14]2[C:19](=[CH:18][CH:17]=[CH:16][CH:15]=2)[CH2:11]1)=[O:7]. The yield is 0.870. (2) The reactants are [NH:1]1[C:5]2[CH:6]=[CH:7][C:8]([C:10]([OH:12])=O)=[CH:9][C:4]=2[N:3]=[CH:2]1.[CH2:13]([C:20]1[CH:33]=[CH:32][C:23]2[C@@H:24]3[C@H:29]([CH2:30][CH2:31][C:22]=2[CH:21]=1)[NH:28][CH2:27][CH2:26][CH2:25]3)[C:14]1[CH:19]=[CH:18][CH:17]=[CH:16][CH:15]=1.C1(CC2C=CC3[C@@H]4[C@H](CCC=3C=2)NCCC4)CCCCC1. No catalyst specified. The product is [NH:1]1[C:5]2[CH:6]=[CH:7][C:8]([C:10]([N:28]3[C@@H:29]4[C@@H:24]([C:23]5[CH:32]=[CH:33][C:20]([CH2:13][CH:14]6[CH2:15][CH2:16][CH2:17][CH2:18][CH2:19]6)=[CH:21][C:22]=5[CH2:31][CH2:30]4)[CH2:25][CH2:26][CH2:27]3)=[O:12])=[CH:9][C:4]=2[N:3]=[CH:2]1. The yield is 0.500. (3) The reactants are [CH:1]1([C:7]2([CH3:15])[N:11]([CH3:12])[C:10](=[O:13])[NH:9][C:8]2=[O:14])[CH2:6][CH2:5][CH2:4][CH2:3][CH2:2]1.Br[CH2:17][C:18]([C:20]1[CH:25]=[CH:24][CH:23]=[CH:22][CH:21]=1)=[O:19]. No catalyst specified. The product is [CH:1]1([C:7]2([CH3:15])[N:11]([CH3:12])[C:10](=[O:13])[N:9]([CH2:17][C:18](=[O:19])[C:20]3[CH:25]=[CH:24][CH:23]=[CH:22][CH:21]=3)[C:8]2=[O:14])[CH2:2][CH2:3][CH2:4][CH2:5][CH2:6]1. The yield is 0.210. (4) The reactants are Cl.Cl.[CH:3]1([NH:6][C:7]([NH:9][C:10]2[CH:15]=[CH:14][C:13]([O:16][C:17]3[CH:22]=[CH:21][N:20]=[C:19]4[CH:23]=[C:24]([C:26]5[CH2:27][CH2:28][NH:29][CH2:30][CH:31]=5)[S:25][C:18]=34)=[C:12]([F:32])[CH:11]=2)=[O:8])[CH2:5][CH2:4]1.CCN([CH:39]([CH3:41])[CH3:40])C(C)C.CC(C[C:48](Cl)=[O:49])C(Cl)=O.[OH2:51].CN([CH:55]=[O:56])C. No catalyst specified. The product is [CH:3]1([NH:6][C:7](=[O:8])[NH:9][C:10]2[CH:15]=[CH:14][C:13]([O:16][C:17]3[CH:22]=[CH:21][N:20]=[C:19]4[CH:23]=[C:24]([C:26]5[CH2:27][CH2:28][N:29]([C:48](=[O:49])[CH2:41][CH2:39][C:40]([O:56][CH3:55])=[O:51])[CH2:30][CH:31]=5)[S:25][C:18]=34)=[C:12]([F:32])[CH:11]=2)[CH2:5][CH2:4]1. The yield is 0.630. (5) The reactants are Cl[C:2]1[N:9]=[CH:8][C:7]([F:10])=[CH:6][C:3]=1[C:4]#[N:5].O.[NH2:12][NH2:13]. The catalyst is C(O)CCC. The product is [F:10][C:7]1[CH:6]=[C:3]2[C:4]([NH2:5])=[N:13][NH:12][C:2]2=[N:9][CH:8]=1. The yield is 0.880.